From a dataset of Reaction yield outcomes from USPTO patents with 853,638 reactions. Predict the reaction yield, written as a fraction of the theoretical maximum amount of product (1.0 means a 100% yield; for example, 0.34 means a 34% yield). (1) The reactants are [F:1][CH2:2][C:3]1([CH2:10][F:11])[CH2:8][CH2:7][C:6](=O)[CH2:5][CH2:4]1.C1C=CC(N([S:26]([C:29]([F:32])([F:31])[F:30])(=[O:28])=[O:27])[S:26]([C:29]([F:32])([F:31])[F:30])(=[O:28])=[O:27])=CC=1.C[Si]([N-][Si](C)(C)C)(C)C.[K+].[O:43]1CCCC1. No catalyst specified. The product is [F:30][C:29]([F:32])([F:31])[S:26]([O:43][C:8]1[C:3]([CH2:10][F:11])([CH2:2][F:1])[CH2:4][CH2:5][CH2:6][CH:7]=1)(=[O:28])=[O:27]. The yield is 1.00. (2) The reactants are [C:1]([C:5]1[CH:11]=[CH:10][C:9]([N+:12]([O-:14])=[O:13])=[CH:8][C:6]=1N)([CH3:4])([CH3:3])[CH3:2].N([O-])=[O:16].[Na+].NC(N)=O.OS(O)(=O)=O.O. The catalyst is OS(O)(=O)=O.O. The product is [C:1]([C:5]1[CH:11]=[CH:10][C:9]([N+:12]([O-:14])=[O:13])=[CH:8][C:6]=1[OH:16])([CH3:4])([CH3:3])[CH3:2]. The yield is 0.620.